The task is: Predict the product of the given reaction.. This data is from Forward reaction prediction with 1.9M reactions from USPTO patents (1976-2016). (1) Given the reactants [Br:1][C:2]1[CH:8]=[CH:7][C:5]([NH2:6])=[C:4](I)[CH:3]=1.[F:10][C:11]1[CH:16]=[CH:15][C:14](B(O)O)=[CH:13][CH:12]=1.ClCCl.[OH-].[Na+], predict the reaction product. The product is: [Br:1][C:2]1[CH:8]=[CH:7][C:5]([NH2:6])=[C:4]([C:14]2[CH:15]=[CH:16][C:11]([F:10])=[CH:12][CH:13]=2)[CH:3]=1. (2) Given the reactants [CH3:1][O:2][C:3]1([C:20]2[CH:25]=[CH:24][CH:23]=[CH:22][C:21]=2[CH3:26])[CH2:8][CH2:7][C:6]2[C:9]([CH2:18]O)=[CH:10][C:11]3[N:12]([CH3:17])[C:13]([CH3:16])=[N:14][C:15]=3[C:5]=2[O:4]1.S(Cl)([Cl:29])=O.C(=O)(O)[O-].[Na+], predict the reaction product. The product is: [Cl:29][CH2:18][C:9]1[C:6]2[CH2:7][CH2:8][C:3]([O:2][CH3:1])([C:20]3[CH:25]=[CH:24][CH:23]=[CH:22][C:21]=3[CH3:26])[O:4][C:5]=2[C:15]2[N:14]=[C:13]([CH3:16])[N:12]([CH3:17])[C:11]=2[CH:10]=1.